From a dataset of Catalyst prediction with 721,799 reactions and 888 catalyst types from USPTO. Predict which catalyst facilitates the given reaction. (1) Reactant: [CH2:1]([Si:3]([C:8]#[CH:9])([CH2:6][CH3:7])[CH2:4][CH3:5])[CH3:2].[Li]CC[CH2:13][CH3:14].[Br:15][C:16]1[S:17][C:18]2[C:19](=O)[C:20]3[CH:21]=[C:22]([Br:29])[S:23][C:24]=3[C:25](=O)[C:26]=2[CH:27]=1.Cl[Sn]Cl.Cl. Product: [Br:15][C:16]1[S:17][C:18]2[C:26]([CH:27]=1)=[C:25]([C:9]#[C:8][Si:3]([CH2:6][CH3:7])([CH2:4][CH3:5])[CH2:1][CH3:2])[C:24]1[S:23][C:22]([Br:29])=[CH:21][C:20]=1[C:19]=2[C:2]#[C:1][Si:3]([CH2:13][CH3:14])([CH2:6][CH3:7])[CH2:4][CH3:5]. The catalyst class is: 38. (2) Product: [CH:24]1([C:22]2[CH:23]=[C:9]([NH:10][C:13]3[CH:12]=[CH:11][N:10]=[C:9]([NH:8][CH2:7][C:5]4[O:4][N:3]=[C:2]([CH3:1])[CH:6]=4)[N:14]=3)[NH:8][N:19]=2)[CH2:5][CH2:6][CH2:2][CH2:1]1. The catalyst class is: 715. Reactant: [CH3:1][C:2]1[CH:6]=[C:5]([CH2:7][NH:8][C:9]2[N:14]=[C:13](O)[CH:12]=[CH:11][N:10]=2)[O:4][N:3]=1.C([N:19]([CH:22]([CH3:24])[CH3:23])CC)(C)C.P(Cl)(Cl)(Cl)=O.C(=O)(O)[O-].[Na+]. (3) Reactant: [O:1]1[CH:6]=[CH:5][CH2:4][CH2:3][CH2:2]1.C1(C)C(S(O)(=O)=O)=CC=CC=1.N1C=CC=CC=1.[O:24]=[C:25]1[CH2:42][C@@:40]2([CH3:41])[C@@H:36]([CH2:37][CH2:38][C@@H:39]2[OH:43])[C:35]2[CH2:34][CH2:33][C:32]3[CH:31]=[C:30]([O:44][CH3:45])[CH:29]=[CH:28][C:27]=3[C:26]1=2.C(=O)(O)[O-].[Na+]. Product: [CH3:45][O:44][C:30]1[CH:29]=[CH:28][C:27]2[C:26]3[C:25](=[O:24])[CH2:42][C@@:40]4([CH3:41])[C@@H:36]([CH2:37][CH2:38][C@@H:39]4[O:43][CH:6]4[CH2:5][CH2:4][CH2:3][CH2:2][O:1]4)[C:35]=3[CH2:34][CH2:33][C:32]=2[CH:31]=1. The catalyst class is: 4. (4) The catalyst class is: 8. Reactant: ClC1N=CN=C(C(NC2C=CC(S(NCC(OC)=O)(=O)=O)=CC=2C)=O)C=1.C(NC(C)C)(C)C.C1(CNC2CCCCC2)CC1.[CH:45]1([N:51]([CH2:77][CH:78]2[CH2:80][CH2:79]2)[C:52]2[N:57]=[CH:56][N:55]=[C:54]([C:58]([NH:60][C:61]3[CH:66]=[CH:65][C:64]([S:67]([NH:70][CH2:71][C:72]([O:74]C)=[O:73])(=[O:69])=[O:68])=[CH:63][C:62]=3[CH3:76])=[O:59])[CH:53]=2)[CH2:50][CH2:49][CH2:48][CH2:47][CH2:46]1.C1(N(CC2CC2)C2N=CN=C(C(NC3C=CC(S(NCC(OCC)=O)(=O)=O)=CC=3C)=O)C=2)CCCCC1. Product: [CH:45]1([N:51]([CH2:77][CH:78]2[CH2:79][CH2:80]2)[C:52]2[N:57]=[CH:56][N:55]=[C:54]([C:58]([NH:60][C:61]3[CH:66]=[CH:65][C:64]([S:67]([NH:70][CH2:71][C:72]([OH:74])=[O:73])(=[O:69])=[O:68])=[CH:63][C:62]=3[CH3:76])=[O:59])[CH:53]=2)[CH2:50][CH2:49][CH2:48][CH2:47][CH2:46]1. (5) The catalyst class is: 3. Product: [F:1][C:2]1[CH:3]=[C:4]([C:8]2[S:9][C:10]([N:13]([CH3:21])[C:14]([N:16]([CH3:25])[CH2:17][CH2:18][S:19][CH3:20])=[O:15])=[CH:11][N:12]=2)[CH:5]=[N:6][CH:7]=1. Reactant: [F:1][C:2]1[CH:3]=[C:4]([C:8]2[S:9][C:10]([N:13]([CH3:21])[C:14]([NH:16][CH2:17][CH2:18][S:19][CH3:20])=[O:15])=[CH:11][N:12]=2)[CH:5]=[N:6][CH:7]=1.[H-].[Na+].I[CH3:25]. (6) Product: [Br:1][C:2]1[CH:3]=[C:4]([C:9]2[CH:14]=[CH:13][C:12]([C:15]([O:17][CH2:18][CH3:19])=[O:16])=[CH:11][CH:10]=2)[CH:5]=[CH:6][C:7]=1[O:8][CH2:23][CH2:24][CH2:25][O:26][Si:27]([C:30]([CH3:31])([CH3:33])[CH3:32])([CH3:28])[CH3:29]. Reactant: [Br:1][C:2]1[CH:3]=[C:4]([C:9]2[CH:14]=[CH:13][C:12]([C:15]([O:17][CH2:18][CH3:19])=[O:16])=[CH:11][CH:10]=2)[CH:5]=[CH:6][C:7]=1[OH:8].[H-].[Na+].Br[CH2:23][CH2:24][CH2:25][O:26][Si:27]([C:30]([CH3:33])([CH3:32])[CH3:31])([CH3:29])[CH3:28]. The catalyst class is: 9.